From a dataset of Full USPTO retrosynthesis dataset with 1.9M reactions from patents (1976-2016). Predict the reactants needed to synthesize the given product. (1) The reactants are: [NH4+].[Cl-].[Cl:3][C:4]1[C:5]([C:32]2[CH:33]=[N:34][N:35]3[CH:40]=[CH:39][CH:38]=[CH:37][C:36]=23)=[N:6][C:7]([NH:10][C:11]2[CH:16]=[C:15]([N+:17]([O-])=O)[C:14]([N:20]([CH3:29])[CH2:21][CH2:22][N:23]3[CH2:28][CH2:27][O:26][CH2:25][CH2:24]3)=[CH:13][C:12]=2[O:30][CH3:31])=[N:8][CH:9]=1. Given the product [Cl:3][C:4]1[C:5]([C:32]2[CH:33]=[N:34][N:35]3[CH:40]=[CH:39][CH:38]=[CH:37][C:36]=23)=[N:6][C:7]([NH:10][C:11]2[CH:16]=[C:15]([NH2:17])[C:14]([N:20]([CH3:29])[CH2:21][CH2:22][N:23]3[CH2:28][CH2:27][O:26][CH2:25][CH2:24]3)=[CH:13][C:12]=2[O:30][CH3:31])=[N:8][CH:9]=1, predict the reactants needed to synthesize it. (2) Given the product [Cl:12][C:13]1[CH:18]=[CH:17][C:16]([C:19]2([C:21]3[CH:26]=[CH:25][C:24]([I:27])=[CH:23][CH:22]=3)[CH2:8][O:20]2)=[CH:15][CH:14]=1, predict the reactants needed to synthesize it. The reactants are: [H-].[Na+].CS(C)=O.[I-].[CH3:8][S+](C)C.[Cl:12][C:13]1[CH:18]=[CH:17][C:16]([C:19]([C:21]2[CH:26]=[CH:25][C:24]([I:27])=[CH:23][CH:22]=2)=[O:20])=[CH:15][CH:14]=1. (3) Given the product [I:37][C:16]1[CH:15]=[C:14]2[C:11]3[CH:12]=[CH:13][CH:1]=[C:2]4[C:3]5[CH:4]=[CH:5][CH:6]=[CH:7][C:8]=5[N:9]([C:10]=34)[C:19]2=[CH:18][CH:17]=1, predict the reactants needed to synthesize it. The reactants are: [CH:1]1[CH:13]=[CH:12][C:11]2[C:14]3[C:19]([N:9]4[C:10]=2[C:2]=1[C:3]1[CH:4]=[CH:5][CH:6]=[CH:7][C:8]=14)=[CH:18][CH:17]=[C:16](N)[CH:15]=3.O.C1(C)C=CC(S(O)(=O)=O)=CC=1.N([O-])=O.[Na+].[I-:37].[K+].C(=O)(O)[O-].[Na+].C(=O)(O)[O-].S([O-])([O-])(=O)=S.[Na+].[Na+]. (4) The reactants are: C1(C=CC=C(O)C=1)O.[CH:9]1[C:21]2[NH:20][C:19]3[C:14](=[CH:15][CH:16]=[CH:17][CH:18]=3)[C:13]=2[CH:12]=[CH:11][CH:10]=1.C(Cl)(=O)C1C=CC(C(Cl)=O)=CC=1. Given the product [CH:18]1[C:19]2[NH:20][C:21]3[C:13](=[CH:12][CH:11]=[CH:10][CH:9]=3)[C:14]=2[CH:15]=[CH:16][CH:17]=1, predict the reactants needed to synthesize it. (5) Given the product [CH3:2][C:1]1[N:9]=[C:7]([OH:8])[C:6]2[C:5](=[CH:13][C:12]([C:14]3[C:19]([C:20]([F:23])([F:22])[F:21])=[CH:18][CH:17]=[CH:16][N:15]=3)=[CH:11][CH:10]=2)[N:4]=1, predict the reactants needed to synthesize it. The reactants are: [C:1]([NH:4][C:5]1[CH:13]=[C:12]([C:14]2[C:19]([C:20]([F:23])([F:22])[F:21])=[CH:18][CH:17]=[CH:16][N:15]=2)[CH:11]=[CH:10][C:6]=1[C:7]([NH2:9])=[O:8])(=O)[CH3:2].